Dataset: Forward reaction prediction with 1.9M reactions from USPTO patents (1976-2016). Task: Predict the product of the given reaction. The product is: [F:16][CH:17]([F:20])[CH2:18][O:8][S:9]([C:12]([F:13])([F:14])[F:15])(=[O:11])=[O:10]. Given the reactants S([O:8][S:9]([C:12]([F:15])([F:14])[F:13])(=[O:11])=[O:10])(C(F)(F)F)(=O)=O.[F:16][CH:17]([F:20])[CH2:18]O.C(N(CC)CC)C, predict the reaction product.